From a dataset of Reaction yield outcomes from USPTO patents with 853,638 reactions. Predict the reaction yield, written as a fraction of the theoretical maximum amount of product (1.0 means a 100% yield; for example, 0.34 means a 34% yield). (1) The reactants are [CH2:1]([C:3]1[CH:8]=[C:7]([N+:9]([O-:11])=[O:10])[C:6]([O:12][CH2:13][CH3:14])=[CH:5][C:4]=1F)[CH3:2].C([O-])([O-])=O.[K+].[K+].Cl.[CH3:23][S:24]([CH2:27][CH2:28][N:29]1[CH2:34][CH2:33][NH:32][CH2:31][CH2:30]1)(=[O:26])=[O:25].O. The catalyst is CS(C)=O. The product is [CH2:1]([C:3]1[CH:8]=[C:7]([N+:9]([O-:11])=[O:10])[C:6]([O:12][CH2:13][CH3:14])=[CH:5][C:4]=1[N:32]1[CH2:31][CH2:30][N:29]([CH2:28][CH2:27][S:24]([CH3:23])(=[O:25])=[O:26])[CH2:34][CH2:33]1)[CH3:2]. The yield is 0.660. (2) The reactants are [Cl:1][C:2]1[C:3]([F:26])=[CH:4][C:5]([OH:25])=[C:6]([C:8]2([CH2:23]O)[C:16]3[C:11](=[CH:12][CH:13]=[CH:14][CH:15]=3)[N:10]([CH2:17][CH2:18][CH2:19][CH2:20][CH3:21])[C:9]2=[O:22])[CH:7]=1.C1(CCN2C3C(=CC=CC=3)C(C3C(O)=CC4OCOC=4C=3)(CO)C2=O)CC1. No catalyst specified. The product is [Cl:1][C:2]1[C:3]([F:26])=[CH:4][C:5]2[O:25][CH2:23][C:8]3([C:16]4[C:11](=[CH:12][CH:13]=[CH:14][CH:15]=4)[N:10]([CH2:17][CH2:18][CH2:19][CH2:20][CH3:21])[C:9]3=[O:22])[C:6]=2[CH:7]=1. The yield is 0.800. (3) The reactants are [S:1]([NH2:5])([NH2:4])(=[O:3])=[O:2].N[CH2:7][CH2:8][CH2:9][CH2:10][CH2:11][N:12]1[C:18](=[O:19])[C:17]2[CH:20]=[CH:21][CH:22]=[CH:23][C:16]=2[O:15][C:14]2[CH:24]=[CH:25][CH:26]=[CH:27][C:13]1=2. The catalyst is O1CCOCC1. The product is [S:1]([NH:5][CH2:7][CH2:8][CH2:9][CH2:10][CH2:11][N:12]1[C:18](=[O:19])[C:17]2[CH:20]=[CH:21][CH:22]=[CH:23][C:16]=2[O:15][C:14]2[CH:24]=[CH:25][CH:26]=[CH:27][C:13]1=2)(=[O:3])(=[O:2])[NH2:4]. The yield is 0.0300. (4) The reactants are Br[C:2]1[CH:7]=[CH:6][CH:5]=[CH:4][C:3]=1[O:8][Si:9]([C:12]([CH3:15])([CH3:14])[CH3:13])([CH3:11])[CH3:10].[C:16]([Li])(C)(C)C.[CH3:21][O:22]N(C)[C:24]([C@@H:26]1[CH2:31][CH2:30]CN(C(OC(C)(C)C)=O)C1)=[O:25].[Cl-].[NH4+].O(C1C=[CH:54][CH:53]=[CH:52][C:51]=1[C:56]([C@@H:58]1[CH2:63][CH2:62][CH2:61][N:60]([C:64]([O:66][C:67]([CH3:70])([CH3:69])[CH3:68])=[O:65])[CH2:59]1)=[O:57])[Si](C(C)(C)C)(C)C.[OH:71][C:72]1[CH:77]=[CH:76][CH:75]=[CH:74][C:73]=1[C:78]([C@@H:80]1[CH2:85][CH2:84][CH2:83][N:82]([C:86]([O:88][C:89]([CH3:92])([CH3:91])[CH3:90])=[O:87])[CH2:81]1)=[O:79].[Cl-]. The catalyst is CCOCC.O1CCCC1. The product is [OH:57][C@:56]([C:2]1[CH:7]=[CH:6][CH:5]=[CH:4][C:3]=1[O:8][Si:9]([C:12]([CH3:15])([CH3:14])[CH3:13])([CH3:11])[CH3:10])([C@@H:58]1[CH2:63][CH2:62][CH2:61][N:60]([C:64]([O:66][C:67]([CH3:68])([CH3:69])[CH3:70])=[O:65])[CH2:59]1)[CH2:51][CH2:52][CH2:53][CH2:54][O:22][CH3:21].[OH:79][C@:78]([C:73]1[CH:74]=[CH:75][CH:76]=[CH:77][C:72]=1[OH:71])([C@@H:80]1[CH2:85][CH2:84][CH2:83][N:82]([C:86]([O:88][C:89]([CH3:92])([CH3:91])[CH3:90])=[O:87])[CH2:81]1)[CH2:30][CH2:31][CH2:26][CH2:24][O:25][CH3:16]. The yield is 0.470. (5) The catalyst is CN(C)C=O. The yield is 0.620. The product is [OH:5][C:6]1[CH:11]=[CH:10][C:9]([S:12]([Cl:3])(=[O:15])=[O:13])=[CH:8][CH:7]=1. The reactants are S(Cl)([Cl:3])=O.[OH:5][C:6]1[CH:11]=[CH:10][C:9]([S:12]([O-:15])(=O)=[O:13])=[CH:8][CH:7]=1.[Na+]. (6) The product is [F:1][C:2]1[CH:7]=[C:6]([S:8][CH3:9])[CH:5]=[C:4]([F:10])[C:3]=1[B:20]1[O:24][C:23]([CH3:26])([CH3:25])[C:22]([CH3:28])([CH3:27])[O:21]1. The catalyst is C1COCC1. The yield is 0.990. The reactants are [F:1][C:2]1[CH:7]=[C:6]([S:8][CH3:9])[CH:5]=[C:4]([F:10])[CH:3]=1.[Li]CCCC.C(O[B:20]1[O:24][C:23]([CH3:26])([CH3:25])[C:22]([CH3:28])([CH3:27])[O:21]1)(C)C. (7) The reactants are Cl[C:2]1[N:7]=[C:6]([CH3:8])[CH:5]=[C:4]([S:9][CH3:10])[N:3]=1.[N:11]1([C:17]([O:19][C:20]([CH3:23])([CH3:22])[CH3:21])=[O:18])[CH2:16][CH2:15][NH:14][CH2:13][CH2:12]1.C(N(C(C)C)CC)(C)C. The catalyst is C(O)CCC. The product is [CH3:8][C:6]1[CH:5]=[C:4]([S:9][CH3:10])[N:3]=[C:2]([N:14]2[CH2:13][CH2:12][N:11]([C:17]([O:19][C:20]([CH3:23])([CH3:22])[CH3:21])=[O:18])[CH2:16][CH2:15]2)[N:7]=1. The yield is 0.650. (8) The reactants are [NH2:1][C:2]1[CH:7]=[CH:6][C:5]([CH:8]2[CH2:13][CH2:12][N:11]([C:14]([O:16][C:17]([CH3:20])([CH3:19])[CH3:18])=[O:15])[CH2:10][CH2:9]2)=[CH:4][CH:3]=1.Br[C:22]1[C:23](=[O:30])[N:24]([CH3:29])[CH:25]=[C:26]([Br:28])[N:27]=1.C(=O)([O-])[O-].[Cs+].[Cs+].CC1(C)C2C(=C(P(C3C=CC=CC=3)C3C=CC=CC=3)C=CC=2)OC2C(P(C3C=CC=CC=3)C3C=CC=CC=3)=CC=CC1=2. The catalyst is C1C=CC(/C=C/C(/C=C/C2C=CC=CC=2)=O)=CC=1.C1C=CC(/C=C/C(/C=C/C2C=CC=CC=2)=O)=CC=1.C1C=CC(/C=C/C(/C=C/C2C=CC=CC=2)=O)=CC=1.[Pd].[Pd].O1CCOCC1. The product is [Br:28][C:26]1[N:27]=[C:22]([NH:1][C:2]2[CH:7]=[CH:6][C:5]([CH:8]3[CH2:9][CH2:10][N:11]([C:14]([O:16][C:17]([CH3:20])([CH3:19])[CH3:18])=[O:15])[CH2:12][CH2:13]3)=[CH:4][CH:3]=2)[C:23](=[O:30])[N:24]([CH3:29])[CH:25]=1. The yield is 0.800.